Dataset: Reaction yield outcomes from USPTO patents with 853,638 reactions. Task: Predict the reaction yield, written as a fraction of the theoretical maximum amount of product (1.0 means a 100% yield; for example, 0.34 means a 34% yield). (1) The reactants are O[CH2:2][C:3]1[CH:4]=[C:5]([C:9]2[CH:10]=[C:11]3[C:16](=[CH:17][CH:18]=2)[N:15]([CH3:19])[C:14](=[O:20])[CH2:13][CH2:12]3)[CH:6]=[N:7][CH:8]=1.S(Cl)([Cl:23])=O.[OH-].[Na+]. The catalyst is C(Cl)Cl. The product is [Cl:23][CH2:2][C:3]1[CH:4]=[C:5]([C:9]2[CH:10]=[C:11]3[C:16](=[CH:17][CH:18]=2)[N:15]([CH3:19])[C:14](=[O:20])[CH2:13][CH2:12]3)[CH:6]=[N:7][CH:8]=1. The yield is 0.900. (2) The reactants are Br[C:2]1[N:7]=[N:6][C:5]([NH2:8])=[N:4][C:3]=1[C:9]1[CH:14]=[CH:13][CH:12]=[CH:11][CH:10]=1.[CH3:15][O:16][C:17]1[CH:22]=[CH:21][C:20]([OH:23])=[CH:19][CH:18]=1. No catalyst specified. The product is [CH3:15][O:16][C:17]1[CH:22]=[CH:21][C:20]([O:23][C:2]2[N:7]=[N:6][C:5]([NH2:8])=[N:4][C:3]=2[C:9]2[CH:14]=[CH:13][CH:12]=[CH:11][CH:10]=2)=[CH:19][CH:18]=1. The yield is 0.130. (3) The reactants are Br[CH2:2][C:3]1[C:13]([Cl:14])=[N:12][CH:11]=[CH:10][C:4]=1[C:5]([O:7]CC)=O.Cl.[F:16][C:17]1[CH:18]=[C:19]([CH:31]=[CH:32][C:33]=1[F:34])[O:20][C:21]1[N:26]=[CH:25][C:24]([CH:27]([NH2:29])[CH3:28])=[CH:23][C:22]=1[CH3:30]. No catalyst specified. The product is [Cl:14][C:13]1[C:3]2[CH2:2][N:29]([CH:27]([C:24]3[CH:25]=[N:26][C:21]([O:20][C:19]4[CH:31]=[CH:32][C:33]([F:34])=[C:17]([F:16])[CH:18]=4)=[C:22]([CH3:30])[CH:23]=3)[CH3:28])[C:5](=[O:7])[C:4]=2[CH:10]=[CH:11][N:12]=1. The yield is 0.570. (4) The reactants are Br[C:2]1[CH:3]=[C:4]2[C:8](=[CH:9][CH:10]=1)[N:7]([CH:11]1[CH2:16][CH2:15][CH2:14][CH2:13][O:12]1)[N:6]=[C:5]2[F:17].C([O-])([O-])=O.[Cs+].[Cs+].[C:24]([Si](C)(C)C)#[C:25][CH2:26][CH3:27].N#N. The catalyst is [Cu]I.CC([O-])=O.CC([O-])=O.[Pd+2].C1C=CC(P(C2C=CC=CC=2)[C-]2C=CC=C2)=CC=1.C1C=CC(P(C2C=CC=CC=2)[C-]2C=CC=C2)=CC=1.[Fe+2].CC(N(C)C)=O. The product is [C:24]([C:2]1[CH:3]=[C:4]2[C:8](=[CH:9][CH:10]=1)[N:7]([CH:11]1[CH2:16][CH2:15][CH2:14][CH2:13][O:12]1)[N:6]=[C:5]2[F:17])#[C:25][CH2:26][CH3:27]. The yield is 0.691.